This data is from NCI-60 drug combinations with 297,098 pairs across 59 cell lines. The task is: Regression. Given two drug SMILES strings and cell line genomic features, predict the synergy score measuring deviation from expected non-interaction effect. (1) Drug 1: CC=C1C(=O)NC(C(=O)OC2CC(=O)NC(C(=O)NC(CSSCCC=C2)C(=O)N1)C(C)C)C(C)C. Drug 2: COC1=C2C(=CC3=C1OC=C3)C=CC(=O)O2. Cell line: SK-MEL-5. Synergy scores: CSS=48.6, Synergy_ZIP=6.35, Synergy_Bliss=-1.40, Synergy_Loewe=-45.3, Synergy_HSA=-0.340. (2) Drug 1: CS(=O)(=O)C1=CC(=C(C=C1)C(=O)NC2=CC(=C(C=C2)Cl)C3=CC=CC=N3)Cl. Drug 2: C1=CC(=CC=C1CCC2=CNC3=C2C(=O)NC(=N3)N)C(=O)NC(CCC(=O)O)C(=O)O. Cell line: A549. Synergy scores: CSS=45.7, Synergy_ZIP=2.63, Synergy_Bliss=3.03, Synergy_Loewe=-19.4, Synergy_HSA=4.91. (3) Drug 2: CC12CCC3C(C1CCC2=O)CC(=C)C4=CC(=O)C=CC34C. Cell line: SF-268. Drug 1: CN1CCC(CC1)COC2=C(C=C3C(=C2)N=CN=C3NC4=C(C=C(C=C4)Br)F)OC. Synergy scores: CSS=18.1, Synergy_ZIP=4.25, Synergy_Bliss=7.14, Synergy_Loewe=-14.6, Synergy_HSA=4.79.